Dataset: Forward reaction prediction with 1.9M reactions from USPTO patents (1976-2016). Task: Predict the product of the given reaction. (1) Given the reactants [H-].[Na+].[C:3]([N:10]([CH3:12])[OH:11])([O:5][C:6]([CH3:9])([CH3:8])[CH3:7])=[O:4].[C:13]([Si:17]([C:41]1[CH:46]=[CH:45][CH:44]=[CH:43][CH:42]=1)([C:35]1[CH:40]=[CH:39][CH:38]=[CH:37][CH:36]=1)[O:18][CH2:19][CH2:20][O:21][CH2:22][CH2:23]OS(C1C=CC(C)=CC=1)(=O)=O)([CH3:16])([CH3:15])[CH3:14], predict the reaction product. The product is: [C:13]([Si:17]([C:35]1[CH:40]=[CH:39][CH:38]=[CH:37][CH:36]=1)([C:41]1[CH:46]=[CH:45][CH:44]=[CH:43][CH:42]=1)[O:18][CH2:19][CH2:20][O:21][CH2:22][CH2:23][O:11][N:10]([CH3:12])[C:3]([O:5][C:6]([CH3:9])([CH3:8])[CH3:7])=[O:4])([CH3:14])([CH3:15])[CH3:16]. (2) Given the reactants [C:1]1(=[O:8])[O:7]CCC[CH2:3][CH2:2]1.[C:9]([O:13][CH2:14][CH2:15]O)(=[O:12])C=C.C(C(CCCC)C([O-])=O)C.C(C(CCCC)C([O-])=O)C.C(C(CCCC)C([O-])=O)C.C([Sn+3])CCC.[N-:52]=C=O, predict the reaction product. The product is: [C:1]([OH:8])(=[O:7])[CH:2]=[CH2:3].[NH2:52][C:9]([O:13][CH2:14][CH3:15])=[O:12]. (3) Given the reactants [F:1][C:2]1[C:3]([C:9]2[N:13]([CH:14]([CH3:16])[CH3:15])[C:12]([CH3:17])=[N:11][CH:10]=2)=[N:4][C:5]([NH2:8])=[N:6][CH:7]=1.Br[C:19]1[CH:33]=[CH:32][C:22]([C:23]([N:25]2[CH2:30][CH2:29][N:28]([CH3:31])[CH2:27][CH2:26]2)=[O:24])=[C:21]([S:34]([CH3:37])(=[O:36])=[O:35])[CH:20]=1.CC(C)([O-])C.[Na+].C([O-])([O-])=O.[Cs+].[Cs+].CC(C1C=C(C(C)C)C(C2C=CC=CC=2P(C2CCCCC2)C2CCCCC2)=C(C(C)C)C=1)C.[ClH:84].CCOCC, predict the reaction product. The product is: [ClH:84].[F:1][C:2]1[C:3]([C:9]2[N:13]([CH:14]([CH3:15])[CH3:16])[C:12]([CH3:17])=[N:11][CH:10]=2)=[N:4][C:5]([NH:8][C:19]2[CH:33]=[CH:32][C:22]([C:23]([N:25]3[CH2:26][CH2:27][N:28]([CH3:31])[CH2:29][CH2:30]3)=[O:24])=[C:21]([S:34]([CH3:37])(=[O:35])=[O:36])[CH:20]=2)=[N:6][CH:7]=1. (4) Given the reactants [CH3:1][C:2]1[S:3][C:4]2[C:10]([C:11](OC)=[O:12])=[CH:9][CH:8]=[CH:7][C:5]=2[N:6]=1.[H-].[Al+3].[Li+].[H-].[H-].[H-], predict the reaction product. The product is: [CH3:1][C:2]1[S:3][C:4]2[C:10]([CH2:11][OH:12])=[CH:9][CH:8]=[CH:7][C:5]=2[N:6]=1. (5) The product is: [NH:1]1[CH:5]=[CH:4][N:3]=[C:2]1[C:6]1[CH:7]=[CH:8][C:9]([CH3:36])=[C:10]([NH:12][C:13](=[O:14])[C:15]2[CH:16]=[CH:17][C:18]([O:19][CH2:20][CH:21]3[CH2:26][CH2:25][CH2:24][CH2:23][NH:22]3)=[CH:34][CH:35]=2)[CH:11]=1. Given the reactants [NH:1]1[CH:5]=[CH:4][N:3]=[C:2]1[C:6]1[CH:7]=[CH:8][C:9]([CH3:36])=[C:10]([NH:12][C:13]([C:15]2[CH:35]=[CH:34][C:18]([O:19][CH2:20][CH:21]3[CH2:26][CH2:25][CH2:24][CH2:23][N:22]3C(OC(C)(C)C)=O)=[CH:17][CH:16]=2)=[O:14])[CH:11]=1.Cl, predict the reaction product. (6) Given the reactants [Br:1][C:2]1[CH:7]=[CH:6][C:5]([C:8]2[N:13]=[C:12]3[N:14]=[C:15]([O:25][C@H:26]4[CH2:35][O:34][C@H:33]5[C@@H:28]([O:29]C(C6C=CC=CC=6)[O:31][CH2:32]5)[CH2:27]4)[N:16](COCC[Si](C)(C)C)[C:11]3=[CH:10][C:9]=2[Cl:42])=[CH:4][CH:3]=1.C(O)=O.OS([O-])(=O)=O.[K+].[OH-].[Na+].[NH4+].[Cl-], predict the reaction product. The product is: [Br:1][C:2]1[CH:7]=[CH:6][C:5]([C:8]2[N:13]=[C:12]3[N:14]=[C:15]([O:25][C@H:26]4[CH2:35][O:34][C@H:33]([CH2:32][OH:31])[C@@H:28]([OH:29])[CH2:27]4)[NH:16][C:11]3=[CH:10][C:9]=2[Cl:42])=[CH:4][CH:3]=1. (7) Given the reactants [Cl:1][C:2]1[C:10]2[C:5](=[CH:6][CH:7]=[C:8]([C:11]3[N:15]=[C:14]([C:16]4[CH:21]=[CH:20][C:19]([O:22][CH2:23][CH2:24][CH3:25])=[C:18]([Cl:26])[CH:17]=4)[O:13][N:12]=3)[CH:9]=2)[N:4]([CH2:27][CH2:28][C:29]([O:31]CC)=[O:30])[CH:3]=1.[OH-].[Na+:35], predict the reaction product. The product is: [Cl:1][C:2]1[C:10]2[C:5](=[CH:6][CH:7]=[C:8]([C:11]3[N:15]=[C:14]([C:16]4[CH:21]=[CH:20][C:19]([O:22][CH2:23][CH2:24][CH3:25])=[C:18]([Cl:26])[CH:17]=4)[O:13][N:12]=3)[CH:9]=2)[N:4]([CH2:27][CH2:28][C:29]([O-:31])=[O:30])[CH:3]=1.[Na+:35].